This data is from Peptide-MHC class I binding affinity with 185,985 pairs from IEDB/IMGT. The task is: Regression. Given a peptide amino acid sequence and an MHC pseudo amino acid sequence, predict their binding affinity value. This is MHC class I binding data. (1) The peptide sequence is QPWTPVSSF. The MHC is HLA-B39:01 with pseudo-sequence HLA-B39:01. The binding affinity (normalized) is 0.0847. (2) The peptide sequence is DAYNIADAAR. The MHC is HLA-A31:01 with pseudo-sequence HLA-A31:01. The binding affinity (normalized) is 0.727. (3) The MHC is HLA-A33:01 with pseudo-sequence HLA-A33:01. The binding affinity (normalized) is 0. The peptide sequence is RKAKIIRDY. (4) The MHC is HLA-A02:01 with pseudo-sequence HLA-A02:01. The peptide sequence is AIVFVFILT. The binding affinity (normalized) is 0.372.